From a dataset of Full USPTO retrosynthesis dataset with 1.9M reactions from patents (1976-2016). Predict the reactants needed to synthesize the given product. (1) Given the product [O:27]1[C:28]2[CH:34]=[CH:33][CH:32]=[CH:31][C:29]=2[N:30]=[C:26]1[NH:1][CH2:2][C@@H:3]1[C@H:8]([CH3:9])[CH2:7][CH2:6][CH2:5][N:4]1[C:10]([C:12]1[CH:17]=[C:16]([CH3:18])[CH:15]=[CH:14][C:13]=1[C:19]1[N:20]=[CH:21][CH:22]=[CH:23][N:24]=1)=[O:11], predict the reactants needed to synthesize it. The reactants are: [NH2:1][CH2:2][C@@H:3]1[C@H:8]([CH3:9])[CH2:7][CH2:6][CH2:5][N:4]1[C:10]([C:12]1[CH:17]=[C:16]([CH3:18])[CH:15]=[CH:14][C:13]=1[C:19]1[N:24]=[CH:23][CH:22]=[CH:21][N:20]=1)=[O:11].Cl[C:26]1[O:27][C:28]2[CH:34]=[CH:33][CH:32]=[CH:31][C:29]=2[N:30]=1. (2) Given the product [CH2:1]([O:4][C:5](=[O:17])[NH:6][CH:7]1[CH2:11][C:10](=[O:12])[O:9][CH:8]1[O:13][CH2:14][CH2:15][N:18]1[CH2:23][CH2:22][O:21][CH2:20][CH2:19]1)[CH:2]=[CH2:3], predict the reactants needed to synthesize it. The reactants are: [CH2:1]([O:4][C:5](=[O:17])[NH:6][CH:7]1[CH2:11][C:10](=[O:12])[O:9][CH:8]1[O:13][CH2:14][CH2:15]Cl)[CH:2]=[CH2:3].[NH:18]1[CH2:23][CH2:22][O:21][CH2:20][CH2:19]1. (3) Given the product [Cl:5][C:6]1[CH:7]=[CH:8][C:9]([OH:33])=[C:10]([CH:32]=1)[C:11]([NH:13][C:14]1[C:15]([C:28]([O:30][CH3:31])=[O:29])=[C:16]([C:19]2[CH:24]=[CH:23][C:22]([CH3:25])=[C:21]([F:26])[C:20]=2[F:27])[S:17][CH:18]=1)=[O:12], predict the reactants needed to synthesize it. The reactants are: B(Br)(Br)Br.[Cl:5][C:6]1[CH:7]=[CH:8][C:9]([O:33]C)=[C:10]([CH:32]=1)[C:11]([NH:13][C:14]1[C:15]([C:28]([O:30][CH3:31])=[O:29])=[C:16]([C:19]2[CH:24]=[CH:23][C:22]([CH3:25])=[C:21]([F:26])[C:20]=2[F:27])[S:17][CH:18]=1)=[O:12]. (4) Given the product [C:1]([O:5][C:6]([N:8]1[CH2:9][CH:10]=[C:11]([C:15]2[CH:20]=[CH:19][C:18]([C:21]3([C:24]([OH:26])=[O:25])[CH2:23][CH2:22]3)=[CH:17][CH:16]=2)[CH2:12][CH2:13]1)=[O:7])([CH3:4])([CH3:2])[CH3:3], predict the reactants needed to synthesize it. The reactants are: [C:1]([O:5][C:6]([N:8]1[CH2:13][CH2:12][C:11]([C:15]2[CH:20]=[CH:19][C:18]([C:21]3([C:24]([OH:26])=[O:25])[CH2:23][CH2:22]3)=[CH:17][CH:16]=2)(O)[CH2:10][CH2:9]1)=[O:7])([CH3:4])([CH3:3])[CH3:2].FC(F)(F)C(O)=O.O1CCCC1.C(OC(OC(OC(C)(C)C)=O)=O)(C)(C)C.C(N(CC)C(C)C)(C)C.